From a dataset of Peptide-MHC class I binding affinity with 185,985 pairs from IEDB/IMGT. Regression. Given a peptide amino acid sequence and an MHC pseudo amino acid sequence, predict their binding affinity value. This is MHC class I binding data. (1) The MHC is Mamu-B03 with pseudo-sequence Mamu-B03. The peptide sequence is RRHRILDIY. The binding affinity (normalized) is 0.313. (2) The peptide sequence is HLAAQGMAY. The MHC is HLA-B58:01 with pseudo-sequence HLA-B58:01. The binding affinity (normalized) is 0.140. (3) The peptide sequence is MLDQFGVSY. The MHC is HLA-A02:01 with pseudo-sequence HLA-A02:01. The binding affinity (normalized) is 0.0847. (4) The peptide sequence is KAACWWAGI. The MHC is HLA-A02:06 with pseudo-sequence HLA-A02:06. The binding affinity (normalized) is 0.530.